From a dataset of Catalyst prediction with 721,799 reactions and 888 catalyst types from USPTO. Predict which catalyst facilitates the given reaction. (1) Reactant: C[O-].[Na+].Cl[C:5]1[N:10]=[C:9]([C:11]([O:13][CH2:14][CH3:15])=[CH2:12])[CH:8]=[CH:7][N:6]=1.[O:16]1CCC[CH2:17]1. Product: [CH2:14]([O:13][C:11]([C:9]1[CH:8]=[CH:7][N:6]=[C:5]([O:16][CH3:17])[N:10]=1)=[CH2:12])[CH3:15]. The catalyst class is: 5. (2) Reactant: N#N.[CH3:3][C:4]1([C:9]2[CH:10]=[C:11]([CH2:15][OH:16])[CH:12]=[CH:13][CH:14]=2)[O:8][CH2:7][CH2:6][O:5]1.CCN(CC)CC.[S:24](Cl)([CH3:27])(=[O:26])=[O:25]. Product: [CH3:27][S:24]([O:16][CH2:15][C:11]1[CH:12]=[CH:13][CH:14]=[C:9]([C:4]2([CH3:3])[O:5][CH2:6][CH2:7][O:8]2)[CH:10]=1)(=[O:26])=[O:25]. The catalyst class is: 64. (3) Reactant: [C:1]([Si:5]([CH3:13])([CH3:12])[O:6][CH2:7][CH2:8][CH:9]1[CH2:11][O:10]1)([CH3:4])([CH3:3])[CH3:2].[F:14][C:15]1[CH:16]=[C:17]([CH:19]=[CH:20][C:21]=1[CH3:22])[NH2:18]. Product: [C:1]([Si:5]([CH3:13])([CH3:12])[O:6][CH2:7][CH2:8][CH:9]([OH:10])[CH2:11][NH:18][C:17]1[CH:19]=[CH:20][C:21]([CH3:22])=[C:15]([F:14])[CH:16]=1)([CH3:4])([CH3:3])[CH3:2]. The catalyst class is: 23. (4) Reactant: [Cl:1][C:2]1[CH:32]=[C:31]([Cl:33])[CH:30]=[CH:29][C:3]=1[CH2:4][CH:5]1[CH2:9][CH2:8][N:7]([C@@H:10]2[CH2:15][CH2:14][C@H:13]([O:16]C(=O)C3C=CC([N+]([O-])=O)=CC=3)[CH2:12][CH2:11]2)[C:6]1=[O:28].C([O-])([O-])=O.[K+].[K+]. Product: [Cl:1][C:2]1[CH:32]=[C:31]([Cl:33])[CH:30]=[CH:29][C:3]=1[CH2:4][CH:5]1[CH2:9][CH2:8][N:7]([C@H:10]2[CH2:11][CH2:12][C@@H:13]([OH:16])[CH2:14][CH2:15]2)[C:6]1=[O:28]. The catalyst class is: 5. (5) Reactant: [C:1]([O:5]C(OC(OC(C)(C)C)=O)=O)(C)(C)C.[CH2:16]([NH:19][C:20]1[N:21]=[C:22]([NH2:30])[C:23]2[S:28][CH:27]=[C:26]([CH3:29])[C:24]=2[N:25]=1)[CH:17]=[CH2:18].[CH2:31]([NH2:34])[CH:32]=[CH2:33].C(OCC)(=O)C.CCCCCC. Product: [CH2:16]([NH:19][C:20]1[N:21]=[C:22]([NH:30][C:1](=[O:5])[NH:34][CH2:31][CH:32]=[CH2:33])[C:23]2[S:28][CH:27]=[C:26]([CH3:29])[C:24]=2[N:25]=1)[CH:17]=[CH2:18]. The catalyst class is: 10. (6) Reactant: [CH:1]([N:4]1[CH:8]=[N:7][CH:6]=[N:5]1)([CH3:3])[CH3:2].C([Li])CCC.[CH3:14][C:15](N(C)C)=[O:16].[Cl-].[NH4+]. Product: [CH:1]([N:4]1[C:8]([C:15](=[O:16])[CH3:14])=[N:7][CH:6]=[N:5]1)([CH3:3])[CH3:2]. The catalyst class is: 1. (7) Reactant: [OH:1][CH2:2][C:3]1[CH:8]=[CH:7][C:6]([C:9]2[S:13][C:12]([C:14](OC)=[O:15])=[C:11]([NH:18][CH2:19][C:20]3[CH:25]=[CH:24][C:23]([CH3:26])=[CH:22][CH:21]=3)[CH:10]=2)=[CH:5][CH:4]=1.C[O-].[Na+].[CH:30]([NH2:32])=O. Product: [OH:1][CH2:2][C:3]1[CH:4]=[CH:5][C:6]([C:9]2[S:13][C:12]3[C:14](=[O:15])[N:32]=[CH:30][N:18]([CH2:19][C:20]4[CH:21]=[CH:22][C:23]([CH3:26])=[CH:24][CH:25]=4)[C:11]=3[CH:10]=2)=[CH:7][CH:8]=1. The catalyst class is: 3.